This data is from Reaction yield outcomes from USPTO patents with 853,638 reactions. The task is: Predict the reaction yield, written as a fraction of the theoretical maximum amount of product (1.0 means a 100% yield; for example, 0.34 means a 34% yield). (1) The reactants are [NH:1]1[CH2:4][CH:3]([CH:5]([C:14]2[CH:19]=[CH:18][CH:17]=[CH:16][CH:15]=2)[N:6]2[CH:10]=[C:9]([N+:11]([O-:13])=[O:12])[CH:8]=[N:7]2)[CH2:2]1.C(N(CC)C(C)C)(C)C.[C:29](Cl)(=[O:31])[CH3:30]. The catalyst is ClCCl. The product is [N+:11]([C:9]1[CH:8]=[N:7][N:6]([CH:5]([C:14]2[CH:19]=[CH:18][CH:17]=[CH:16][CH:15]=2)[CH:3]2[CH2:2][N:1]([C:29](=[O:31])[CH3:30])[CH2:4]2)[CH:10]=1)([O-:13])=[O:12]. The yield is 0.890. (2) The reactants are [C:1]([C:5]1[CH:12]=[CH:11][C:10]([N+:13]([O-])=O)=[CH:9][C:6]=1[C:7]#[N:8])([CH3:4])([CH3:3])[CH3:2].C([O-])=O.[NH4+]. The catalyst is CCO.[Pd]. The product is [C:1]([C:5]1[CH:12]=[CH:11][C:10]([NH2:13])=[CH:9][C:6]=1[C:7]#[N:8])([CH3:4])([CH3:2])[CH3:3]. The yield is 0.910. (3) The reactants are Cl.Cl.[NH:3]1[CH2:6][CH:5]([C:7]2[C:8]([O:28][CH3:29])=[C:9]([CH:15]([N:17]3[C:21]4=[N:22][CH:23]=[N:24][C:25]([NH2:26])=[C:20]4[C:19]([CH3:27])=[N:18]3)[CH3:16])[CH:10]=[C:11]([Cl:14])[C:12]=2[F:13])[CH2:4]1.[CH3:30][C:31]([CH3:33])=O.C(N(CC)CC)C.C(O[BH-](OC(=O)C)OC(=O)C)(=O)C.[Na+]. The catalyst is C(Cl)Cl. The product is [Cl:14][C:11]1[C:12]([F:13])=[C:7]([CH:5]2[CH2:4][N:3]([CH:31]([CH3:33])[CH3:30])[CH2:6]2)[C:8]([O:28][CH3:29])=[C:9]([CH:15]([N:17]2[C:21]3=[N:22][CH:23]=[N:24][C:25]([NH2:26])=[C:20]3[C:19]([CH3:27])=[N:18]2)[CH3:16])[CH:10]=1. The yield is 1.00. (4) The catalyst is [Fe].C(O)(=O)C. The yield is 0.680. The reactants are [I:1][C:2]1[CH:14]=[CH:13][C:5]([CH2:6][N:7]2[CH2:12][CH2:11][O:10][CH2:9][CH2:8]2)=[C:4]([N+:15]([O-])=O)[CH:3]=1. The product is [I:1][C:2]1[CH:14]=[CH:13][C:5]([CH2:6][N:7]2[CH2:12][CH2:11][O:10][CH2:9][CH2:8]2)=[C:4]([NH2:15])[CH:3]=1. (5) The reactants are [CH2:1]([O:3][C:4]1[CH:5]=[C:6]2[C:11](=[C:12]3[CH2:16][C:15]([CH3:18])([CH3:17])[O:14][C:13]=13)[C:10]([C:19]1[CH:28]=[CH:27][C:22]([C:23]([O:25][CH3:26])=[O:24])=[C:21]([N:29]([CH2:36][C:37]3[CH:46]=[CH:45][C:44]4[C:39](=[CH:40][CH:41]=[CH:42][CH:43]=4)[N:38]=3)C(=O)C(F)(F)F)[CH:20]=1)=[N:9][C:8]([CH3:48])([CH3:47])[CH2:7]2)[CH3:2].C(=O)([O-])[O-].[K+].[K+]. The catalyst is CO. The product is [CH2:1]([O:3][C:4]1[CH:5]=[C:6]2[C:11](=[C:12]3[CH2:16][C:15]([CH3:18])([CH3:17])[O:14][C:13]=13)[C:10]([C:19]1[CH:28]=[CH:27][C:22]([C:23]([O:25][CH3:26])=[O:24])=[C:21]([NH:29][CH2:36][C:37]3[CH:46]=[CH:45][C:44]4[C:39](=[CH:40][CH:41]=[CH:42][CH:43]=4)[N:38]=3)[CH:20]=1)=[N:9][C:8]([CH3:47])([CH3:48])[CH2:7]2)[CH3:2]. The yield is 0.900.